Predict the product of the given reaction. From a dataset of Forward reaction prediction with 1.9M reactions from USPTO patents (1976-2016). (1) Given the reactants [OH:1][C:2]1([CH2:8][N:9]2[CH2:14][CH2:13][CH:12]([CH2:15][NH:16][C:17]([N:19]3[C:23]4[CH:24]=[CH:25][CH:26]=[CH:27][C:22]=4[N:21]([CH:28]([CH3:30])[CH3:29])[C:20]3=[O:31])=[O:18])[CH2:11][CH2:10]2)[CH2:7][CH2:6][O:5][CH2:4][CH2:3]1.O.O.[CH2:34]([S:40]([OH:43])(=[O:42])=[O:41])[CH2:35][S:36]([OH:39])(=[O:38])=[O:37], predict the reaction product. The product is: [S:36]([CH2:35][CH2:34][S:40]([OH:43])(=[O:42])=[O:41])([OH:39])(=[O:38])=[O:37].[OH:1][C:2]1([CH2:8][N:9]2[CH2:10][CH2:11][CH:12]([CH2:15][NH:16][C:17]([N:19]3[C:23]4[CH:24]=[CH:25][CH:26]=[CH:27][C:22]=4[N:21]([CH:28]([CH3:29])[CH3:30])[C:20]3=[O:31])=[O:18])[CH2:13][CH2:14]2)[CH2:7][CH2:6][O:5][CH2:4][CH2:3]1.[OH:1][C:2]1([CH2:8][N:9]2[CH2:10][CH2:11][CH:12]([CH2:15][NH:16][C:17]([N:19]3[C:23]4[CH:24]=[CH:25][CH:26]=[CH:27][C:22]=4[N:21]([CH:28]([CH3:29])[CH3:30])[C:20]3=[O:31])=[O:18])[CH2:13][CH2:14]2)[CH2:7][CH2:6][O:5][CH2:4][CH2:3]1. (2) Given the reactants [F:1][C:2]1[CH:7]=[CH:6][CH:5]=[CH:4][C:3]=1[N:8]1[C:12]([C:13]2[CH:18]=[CH:17][CH:16]=[CH:15][C:14]=2[C:19]2[CH:24]=[CH:23][CH:22]=[CH:21][C:20]=2O)=[N:11][N:10]=[N:9]1.[F:26][C:27]([F:38])([F:37])C1C=CC=CC=1B(O)O, predict the reaction product. The product is: [F:1][C:2]1[CH:7]=[CH:6][CH:5]=[CH:4][C:3]=1[N:8]1[C:12]([C:13]2[CH:18]=[CH:17][CH:16]=[CH:15][C:14]=2[C:19]2[CH:24]=[CH:23][CH:22]=[CH:21][C:20]=2[C:27]([F:38])([F:37])[F:26])=[N:11][N:10]=[N:9]1. (3) Given the reactants [Cl:1][CH2:2][C:3]([O-:5])=[O:4].[Na+].[I-].[Na+].[CH2:9](Cl)[C:10]1[CH:15]=[CH:14][CH:13]=[CH:12][CH:11]=1.C1(C(=CC(=C(C=1)C)C)C)C, predict the reaction product. The product is: [Cl:1][CH2:2][C:3]([O:5][CH2:9][C:10]1[CH:15]=[CH:14][CH:13]=[CH:12][CH:11]=1)=[O:4]. (4) Given the reactants [CH3:1][O:2][C:3]1[CH:23]=[CH:22][C:6]([CH2:7][O:8][C:9]2[N:13]([C:14]3[CH:19]=[CH:18][CH:17]=[CH:16][CH:15]=3)[N:12]=[C:11]([CH:20]=[O:21])[CH:10]=2)=[CH:5][CH:4]=1.[F-].C([N+](CCCC)(CCCC)CCCC)CCC.C[Si](C)(C)[CH2:44]/[CH:45]=[CH:46]/[C:47]([NH:49][C@@H:50]([CH2:55][C:56]([O:58][CH3:59])=[O:57])[C:51]([O:53][CH3:54])=[O:52])=[O:48].[Cl-].[NH4+], predict the reaction product. The product is: [OH:21][C@H:20]([C:11]1[CH:10]=[C:9]([O:8][CH2:7][C:6]2[CH:5]=[CH:4][C:3]([O:2][CH3:1])=[CH:23][CH:22]=2)[N:13]([C:14]2[CH:19]=[CH:18][CH:17]=[CH:16][CH:15]=2)[N:12]=1)[C@H:46]([CH:45]=[CH2:44])[C:47]([NH:49][C@@H:50]([CH2:55][C:56]([O:58][CH3:59])=[O:57])[C:51]([O:53][CH3:54])=[O:52])=[O:48]. (5) The product is: [Cl:1][C:2]1[CH:12]=[CH:11][CH:10]=[C:9]([F:13])[C:3]=1[C:4]([NH:6][C:7](=[O:8])[N:17]([C:16]1[CH:19]=[CH:20][C:21]([S:23][C:24]([F:33])([F:32])[C:25]([F:30])([F:31])[C:26]([F:27])([F:28])[F:29])=[CH:22][C:15]=1[F:14])[CH3:18])=[O:5]. Given the reactants [Cl:1][C:2]1[CH:12]=[CH:11][CH:10]=[C:9]([F:13])[C:3]=1[C:4]([N:6]=[C:7]=[O:8])=[O:5].[F:14][C:15]1[CH:22]=[C:21]([S:23][C:24]([F:33])([F:32])[C:25]([F:31])([F:30])[C:26]([F:29])([F:28])[F:27])[CH:20]=[CH:19][C:16]=1[NH:17][CH3:18], predict the reaction product. (6) Given the reactants [CH:1]1([N:4]([CH2:30][C:31]2[CH:36]=[C:35]([CH2:37][CH2:38][CH2:39][O:40][CH3:41])[CH:34]=[C:33]([O:42][CH2:43][CH2:44][O:45][CH3:46])[CH:32]=2)[C:5]([C@@H:7]2[C@:12]([C:15]3[CH:20]=[C:19]([F:21])[CH:18]=[C:17]([F:22])[CH:16]=3)([O:13][CH3:14])[CH2:11][CH2:10][N:9](C(OC(C)(C)C)=O)[CH2:8]2)=[O:6])[CH2:3][CH2:2]1.Cl, predict the reaction product. The product is: [CH:1]1([N:4]([CH2:30][C:31]2[CH:36]=[C:35]([CH2:37][CH2:38][CH2:39][O:40][CH3:41])[CH:34]=[C:33]([O:42][CH2:43][CH2:44][O:45][CH3:46])[CH:32]=2)[C:5]([CH:7]2[C:12]([C:15]3[CH:16]=[C:17]([F:22])[CH:18]=[C:19]([F:21])[CH:20]=3)([O:13][CH3:14])[CH2:11][CH2:10][NH:9][CH2:8]2)=[O:6])[CH2:2][CH2:3]1.